Dataset: Reaction yield outcomes from USPTO patents with 853,638 reactions. Task: Predict the reaction yield, written as a fraction of the theoretical maximum amount of product (1.0 means a 100% yield; for example, 0.34 means a 34% yield). (1) The reactants are Br[CH2:2][C:3]([C:5]1[CH:10]=[C:9]([Br:11])[CH:8]=[CH:7][C:6]=1[O:12][CH3:13])=[O:4].[C:14]([O-:17])(=[O:16])[CH3:15].[Na+]. The catalyst is CN(C)C=O. The product is [Br:11][C:9]1[CH:8]=[CH:7][C:6]([O:12][CH3:13])=[C:5]([C:3](=[O:4])[CH2:2][O:17][C:14](=[O:16])[CH3:15])[CH:10]=1. The yield is 0.990. (2) The product is [Br:1][C:2]1[S:6][CH:5]=[C:4]([C:7]([N:24]2[CH2:19][CH2:20][CH2:21][CH2:22][CH2:23]2)=[O:9])[CH:3]=1. The catalyst is C(#N)C.C(OCC)(=O)C. The yield is 0.730. The reactants are [Br:1][C:2]1[S:6][CH:5]=[C:4]([C:7]([OH:9])=O)[CH:3]=1.CN(C(ON1N=N[C:20]2[CH:21]=[CH:22][CH:23]=[N:24][C:19]1=2)=[N+](C)C)C.F[P-](F)(F)(F)(F)F.CCN(C(C)C)C(C)C.N1CCCCC1.